This data is from Peptide-MHC class II binding affinity with 134,281 pairs from IEDB. The task is: Regression. Given a peptide amino acid sequence and an MHC pseudo amino acid sequence, predict their binding affinity value. This is MHC class II binding data. (1) The peptide sequence is GKAKGSRAIWYMWLG. The MHC is HLA-DQA10201-DQB10402 with pseudo-sequence HLA-DQA10201-DQB10402. The binding affinity (normalized) is 0.376. (2) The peptide sequence is ILTVSVAVSEGKPTE. The MHC is DRB5_0101 with pseudo-sequence DRB5_0101. The binding affinity (normalized) is 0.543. (3) The peptide sequence is GPKEPFRDYVDRFYKTLR. The MHC is DRB1_1302 with pseudo-sequence DRB1_1302. The binding affinity (normalized) is 0.370. (4) The peptide sequence is ITFMQALQLLLEVEQ. The MHC is DRB4_0101 with pseudo-sequence DRB4_0103. The binding affinity (normalized) is 0.538. (5) The peptide sequence is LMMLVSVAGRV. The MHC is HLA-DQA10501-DQB10302 with pseudo-sequence HLA-DQA10501-DQB10302. The binding affinity (normalized) is 0.288. (6) The peptide sequence is GELQICDKIDAAFKI. The MHC is DRB1_0802 with pseudo-sequence DRB1_0802. The binding affinity (normalized) is 0.478. (7) The peptide sequence is VRAVAESHGVAAVLF. The MHC is HLA-DQA10301-DQB10302 with pseudo-sequence HLA-DQA10301-DQB10302. The binding affinity (normalized) is 0.437. (8) The peptide sequence is YEAFVLHFSEALHII. The MHC is HLA-DPA10201-DPB10101 with pseudo-sequence HLA-DPA10201-DPB10101. The binding affinity (normalized) is 0.786. (9) The binding affinity (normalized) is 0. The MHC is HLA-DQA10601-DQB10402 with pseudo-sequence HLA-DQA10601-DQB10402. The peptide sequence is ASRENSGGGVEGIGL.